This data is from Full USPTO retrosynthesis dataset with 1.9M reactions from patents (1976-2016). The task is: Predict the reactants needed to synthesize the given product. (1) Given the product [C:1]([O:20][CH2:19][C@H:17]1[O:18][CH:13]2[C@:14]([CH3:21])([O:15][C:11]([CH3:22])([CH3:10])[O:12]2)[CH2:16]1)(=[O:8])[C:2]1[CH:7]=[CH:6][CH:5]=[CH:4][CH:3]=1, predict the reactants needed to synthesize it. The reactants are: [C:1](Cl)(=[O:8])[C:2]1[CH:7]=[CH:6][CH:5]=[CH:4][CH:3]=1.[CH3:10][C:11]1([CH3:22])[O:15][C@:14]2([CH3:21])[CH2:16][C@@H:17]([CH2:19][OH:20])[O:18][CH:13]2[O:12]1. (2) The reactants are: [Br:1][C:2]1[CH:3]=[CH:4][C:5]([F:21])=[C:6]([C:8]2(C)[CH2:13][C:12]3([CH2:18][CH2:17][O:16][CH2:15][CH2:14]3)OC(N)=N2)[CH:7]=1.[CH3:22][O:23][C:24]1[CH:29]=[CH:28][C:27]([CH2:30][SH:31])=[CH:26][CH:25]=1.C[N+]([O-])=[O:34]. Given the product [Br:1][C:2]1[CH:3]=[CH:4][C:5]([F:21])=[C:6]([C:8](=[O:34])[CH2:13][C:12]2([S:31][CH2:30][C:27]3[CH:28]=[CH:29][C:24]([O:23][CH3:22])=[CH:25][CH:26]=3)[CH2:14][CH2:15][O:16][CH2:17][CH2:18]2)[CH:7]=1, predict the reactants needed to synthesize it. (3) Given the product [C@@H:42]12[CH2:43][C@@H:44]1[CH2:45][C@@H:40]([C:38]1[NH:37][CH:36]=[C:35]([C:32]3[CH:33]=[CH:34][C:29]([C:24]4[CH:25]=[C:26]5[C:21](=[CH:22][CH:23]=4)[CH:20]=[C:19]([C:16]4[NH:15][C:14]([C@@H:13]6[CH2:12][C@@H:11]7[C@@H:9]([CH2:10]7)[N:8]6[C:6]([O:5][C:1]([CH3:4])([CH3:3])[CH3:2])=[O:7])=[N:18][CH:17]=4)[CH:28]=[CH:27]5)=[CH:30][CH:31]=3)[N:39]=1)[NH:41]2, predict the reactants needed to synthesize it. The reactants are: [C:1]([O:5][C:6]([N:8]1[C@H:13]([C:14]2[NH:15][C:16]([C:19]3[CH:20]=[C:21]4[C:26](=[CH:27][CH:28]=3)[CH:25]=[C:24]([C:29]3[CH:34]=[CH:33][C:32]([C:35]5[NH:39][C:38]([CH:40]6[CH2:45][C@@H:44]7[C@@H:42]([CH2:43]7)[N:41]6C(OCC6C=CC=CC=6)=O)=[N:37][CH:36]=5)=[CH:31][CH:30]=3)[CH:23]=[CH:22]4)=[CH:17][N:18]=2)[CH2:12][C@@H:11]2[C@H:9]1[CH2:10]2)=[O:7])([CH3:4])([CH3:3])[CH3:2]. (4) Given the product [F:23][C:17]1[CH:18]=[CH:19][CH:20]=[C:21]([F:22])[C:16]=1[C:15]([NH:14][C:11]1[CH:12]=[CH:13][N:9]([CH2:8][C:6]2[CH:7]=[C:2]([OH:27])[CH:3]=[CH:4][C:5]=2[CH3:25])[N:10]=1)=[O:24], predict the reactants needed to synthesize it. The reactants are: N[C:2]1[CH:3]=[CH:4][C:5]([CH3:25])=[C:6]([CH2:8][N:9]2[CH:13]=[CH:12][C:11]([NH:14][C:15](=[O:24])[C:16]3[C:21]([F:22])=[CH:20][CH:19]=[CH:18][C:17]=3[F:23])=[N:10]2)[CH:7]=1.S(=O)(=O)(O)[OH:27].N([O-])=O.[Na+].NC(N)=O.